From a dataset of Catalyst prediction with 721,799 reactions and 888 catalyst types from USPTO. Predict which catalyst facilitates the given reaction. Reactant: [Si]([O:18][CH2:19][C@@H:20]([N:23]1[C@H:28]([C:29]2[CH:34]=[CH:33][C:32]([Cl:35])=[CH:31][CH:30]=2)[C@@H:27]([C:36]2[CH:41]=[CH:40][CH:39]=[C:38]([Cl:42])[CH:37]=2)[CH2:26][CH:25]([CH2:43][CH3:44])[C:24]1=[O:45])[CH2:21][CH3:22])(C(C)(C)C)(C1C=CC=CC=1)C1C=CC=CC=1.[CH:46]([N-]C(C)C)([CH3:48])[CH3:47].[Li+].C(Br)C=C.[F-].C([N+](CCCC)(CCCC)CCCC)CCC. Product: [CH2:48]([C:25]1([CH2:43][CH3:44])[CH2:26][C@H:27]([C:36]2[CH:41]=[CH:40][CH:39]=[C:38]([Cl:42])[CH:37]=2)[C@@H:28]([C:29]2[CH:30]=[CH:31][C:32]([Cl:35])=[CH:33][CH:34]=2)[N:23]([C@@H:20]([CH2:21][CH3:22])[CH2:19][OH:18])[C:24]1=[O:45])[CH:46]=[CH2:47]. The catalyst class is: 182.